This data is from NCI-60 drug combinations with 297,098 pairs across 59 cell lines. The task is: Regression. Given two drug SMILES strings and cell line genomic features, predict the synergy score measuring deviation from expected non-interaction effect. (1) Cell line: OVCAR-4. Drug 2: C1=CC(=CC=C1CCCC(=O)O)N(CCCl)CCCl. Synergy scores: CSS=0.860, Synergy_ZIP=-2.74, Synergy_Bliss=-8.35, Synergy_Loewe=-15.7, Synergy_HSA=-8.75. Drug 1: CN1CCC(CC1)COC2=C(C=C3C(=C2)N=CN=C3NC4=C(C=C(C=C4)Br)F)OC. (2) Drug 1: C1=NC2=C(N=C(N=C2N1C3C(C(C(O3)CO)O)O)F)N. Drug 2: CC(C)NC(=O)C1=CC=C(C=C1)CNNC.Cl. Cell line: RXF 393. Synergy scores: CSS=-4.78, Synergy_ZIP=0.936, Synergy_Bliss=-1.52, Synergy_Loewe=-6.39, Synergy_HSA=-5.27. (3) Drug 1: COC1=NC(=NC2=C1N=CN2C3C(C(C(O3)CO)O)O)N. Drug 2: C1CNP(=O)(OC1)N(CCCl)CCCl. Cell line: MALME-3M. Synergy scores: CSS=-1.26, Synergy_ZIP=-0.397, Synergy_Bliss=0.469, Synergy_Loewe=-1.29, Synergy_HSA=-0.377. (4) Drug 1: CNC(=O)C1=CC=CC=C1SC2=CC3=C(C=C2)C(=NN3)C=CC4=CC=CC=N4. Synergy scores: CSS=1.18, Synergy_ZIP=-0.678, Synergy_Bliss=-0.143, Synergy_Loewe=-0.585, Synergy_HSA=-0.378. Drug 2: CC=C1C(=O)NC(C(=O)OC2CC(=O)NC(C(=O)NC(CSSCCC=C2)C(=O)N1)C(C)C)C(C)C. Cell line: UO-31. (5) Drug 1: C1=C(C(=O)NC(=O)N1)N(CCCl)CCCl. Drug 2: C1C(C(OC1N2C=NC3=C(N=C(N=C32)Cl)N)CO)O. Cell line: RXF 393. Synergy scores: CSS=23.2, Synergy_ZIP=-2.55, Synergy_Bliss=6.45, Synergy_Loewe=7.28, Synergy_HSA=8.05. (6) Drug 1: COC1=C(C=C2C(=C1)N=CN=C2NC3=CC(=C(C=C3)F)Cl)OCCCN4CCOCC4. Drug 2: CCCCC(=O)OCC(=O)C1(CC(C2=C(C1)C(=C3C(=C2O)C(=O)C4=C(C3=O)C=CC=C4OC)O)OC5CC(C(C(O5)C)O)NC(=O)C(F)(F)F)O. Cell line: MDA-MB-231. Synergy scores: CSS=14.4, Synergy_ZIP=1.14, Synergy_Bliss=0.403, Synergy_Loewe=1.68, Synergy_HSA=1.45. (7) Drug 1: CCC1=CC2CC(C3=C(CN(C2)C1)C4=CC=CC=C4N3)(C5=C(C=C6C(=C5)C78CCN9C7C(C=CC9)(C(C(C8N6C)(C(=O)OC)O)OC(=O)C)CC)OC)C(=O)OC.C(C(C(=O)O)O)(C(=O)O)O. Drug 2: C(CCl)NC(=O)N(CCCl)N=O. Cell line: MOLT-4. Synergy scores: CSS=73.4, Synergy_ZIP=0.289, Synergy_Bliss=0.599, Synergy_Loewe=-28.2, Synergy_HSA=1.89. (8) Drug 1: C1=NC2=C(N1)C(=S)N=C(N2)N. Drug 2: CN(CCCl)CCCl.Cl. Cell line: SW-620. Synergy scores: CSS=30.2, Synergy_ZIP=-8.85, Synergy_Bliss=-2.90, Synergy_Loewe=-9.09, Synergy_HSA=-1.87.